This data is from Forward reaction prediction with 1.9M reactions from USPTO patents (1976-2016). The task is: Predict the product of the given reaction. (1) Given the reactants [NH2:1][CH2:2][CH:3]([OH:29])[CH2:4][O:5][C:6]1[C:11]([CH3:12])=[CH:10][C:9]([C:13]2[O:14][C:15]([C:18]3[S:19][CH:20]=[C:21]([CH2:24][CH:25]([CH3:27])[CH3:26])[C:22]=3[CH3:23])=[N:16][N:17]=2)=[CH:8][C:7]=1[CH3:28].[C:30](O)(=[O:33])[CH2:31][OH:32].CCN(C(C)C)C(C)C.CN(C(ON1N=NC2C=CC=CC1=2)=[N+](C)C)C.[B-](F)(F)(F)F, predict the reaction product. The product is: [OH:33][CH2:30][C:31]([NH:1][CH2:2][CH:3]([OH:29])[CH2:4][O:5][C:6]1[C:11]([CH3:12])=[CH:10][C:9]([C:13]2[O:14][C:15]([C:18]3[S:19][CH:20]=[C:21]([CH2:24][CH:25]([CH3:27])[CH3:26])[C:22]=3[CH3:23])=[N:16][N:17]=2)=[CH:8][C:7]=1[CH3:28])=[O:32]. (2) Given the reactants Br[C:2]1[CH:3]=[C:4]2[C:9](=[CH:10][CH:11]=1)[N:8]=[C:7]([O:12][CH3:13])[C:6]([C:14](N1CCCC1)=[O:15])=[C:5]2[Cl:21].[CH3:22][N:23]1[C:27]([C:28]([C:30]2[CH:31]=[N:32][C:33]([C:36]([F:39])([F:38])[F:37])=[CH:34][CH:35]=2)=[O:29])=[CH:26][N:25]=[CH:24]1.[Li]CCCC.[NH4+].[Cl-].C1C[O:50]CC1, predict the reaction product. The product is: [Cl:21][C:5]1[C:4]2[C:9](=[CH:10][CH:11]=[C:2]([C:28]([OH:29])([C:27]3[N:23]([CH3:22])[CH:24]=[N:25][CH:26]=3)[C:30]3[CH:31]=[N:32][C:33]([C:36]([F:39])([F:37])[F:38])=[CH:34][CH:35]=3)[CH:3]=2)[N:8]=[C:7]([O:12][CH3:13])[C:6]=1[C:14]([OH:15])=[O:50]. (3) Given the reactants [C:1](Cl)(=[O:13])[O:2][CH2:3][C:4]1[CH:9]=[C:8]([C:10]#[N:11])[CH:7]=[C:6]([Cl:12])[CH:5]=1.[CH3:15][N:16]([CH2:24][CH2:25][CH:26]1[CH2:31][CH2:30][NH:29][CH2:28][CH2:27]1)[C:17]([C:19]1[N:20]=[N:21][NH:22][CH:23]=1)=[O:18].C(=O)(O)[O-].[Na+].C(O)(=O)CC(CC(O)=O)(C(O)=O)O, predict the reaction product. The product is: [CH3:15][N:16]([CH2:24][CH2:25][CH:26]1[CH2:27][CH2:28][N:29]([C:1]([O:2][CH2:3][C:4]2[CH:9]=[C:8]([C:10]#[N:11])[CH:7]=[C:6]([Cl:12])[CH:5]=2)=[O:13])[CH2:30][CH2:31]1)[C:17]([C:19]1[N:20]=[N:21][NH:22][CH:23]=1)=[O:18]. (4) Given the reactants [OH:1][C:2]1[C:6]([CH:7]([CH3:11])C([O-])=O)=[CH:5][N:4]([CH2:12][C:13]2[CH:18]=[CH:17][C:16]([O:19][CH2:20][C:21]3[N:22]=[C:23]([C:26]4[CH:31]=[CH:30][CH:29]=[CH:28][CH:27]=4)[S:24][CH:25]=3)=[CH:15][CH:14]=2)[N:3]=1.[CH2:32](I)[CH3:33].[CH3:35][C:36](C)([O-:38])C.[Na+].CN(C)[CH:43]=[O:44], predict the reaction product. The product is: [CH2:32]([O:1][C:2]1[C:6]([CH2:7][CH2:11][C:43]([O:38][CH2:36][CH3:35])=[O:44])=[CH:5][N:4]([CH2:12][C:13]2[CH:14]=[CH:15][C:16]([O:19][CH2:20][C:21]3[N:22]=[C:23]([C:26]4[CH:27]=[CH:28][CH:29]=[CH:30][CH:31]=4)[S:24][CH:25]=3)=[CH:17][CH:18]=2)[N:3]=1)[CH3:33]. (5) The product is: [O:8]=[C:9]1[N:15]([CH:16]2[CH2:17][CH2:18][N:19]([C:22]([O:24][C@H:25]([CH2:26][C:27]3[CH:32]=[C:31]([C:33]([F:35])([F:36])[F:34])[C:30]([NH2:37])=[C:29]([Cl:38])[CH:28]=3)[C:39]([N:62]3[CH2:61][CH2:60][CH:59]([N:46]4[CH2:51][CH2:50][CH:49]([O:52][CH2:53][C:54]([O:56][CH2:57][CH3:58])=[O:55])[CH2:48][CH2:47]4)[CH2:64][CH2:63]3)=[O:40])=[O:23])[CH2:20][CH2:21]2)[CH2:14][CH2:13][C:12]2[CH:42]=[CH:43][CH:44]=[CH:45][C:11]=2[NH:10]1. Given the reactants C(N(CC)CC)C.[O:8]=[C:9]1[N:15]([CH:16]2[CH2:21][CH2:20][N:19]([C:22]([O:24][C@@H:25]([C:39](O)=[O:40])[CH2:26][C:27]3[CH:32]=[C:31]([C:33]([F:36])([F:35])[F:34])[C:30]([NH2:37])=[C:29]([Cl:38])[CH:28]=3)=[O:23])[CH2:18][CH2:17]2)[CH2:14][CH2:13][C:12]2[CH:42]=[CH:43][CH:44]=[CH:45][C:11]=2[NH:10]1.[N:46]1([CH:59]2[CH2:64][CH2:63][NH:62][CH2:61][CH2:60]2)[CH2:51][CH2:50][CH:49]([O:52][CH2:53][C:54]([O:56][CH2:57][CH3:58])=[O:55])[CH2:48][CH2:47]1.CN(C(ON1N=NC2C=CC=CC1=2)=[N+](C)C)C.[B-](F)(F)(F)F.C([O-])(O)=O.[Na+], predict the reaction product.